The task is: Predict the reactants needed to synthesize the given product.. This data is from Full USPTO retrosynthesis dataset with 1.9M reactions from patents (1976-2016). (1) Given the product [C:1]([O:5][C:6]([N:8]1[CH2:9][CH2:10][CH:11]([C:14](=[O:16])[NH:25][C:26]2[CH:27]=[C:28]([C:33]([N:35]3[CH2:36][CH2:37][CH:38]([C:41]4[CH:46]=[CH:45][C:44]([C:47]5[CH:48]=[N:49][N:50]([CH3:52])[CH:51]=5)=[CH:43][CH:42]=4)[CH2:39][CH2:40]3)=[O:34])[CH:29]=[CH:30][C:31]=2[CH3:32])[CH2:12][CH2:13]1)=[O:7])([CH3:2])([CH3:3])[CH3:4], predict the reactants needed to synthesize it. The reactants are: [C:1]([O:5][C:6]([N:8]1[CH2:13][CH2:12][CH:11]([C:14]([OH:16])=O)[CH2:10][CH2:9]1)=[O:7])([CH3:4])([CH3:3])[CH3:2].ClC(N(C)C)=C(C)C.[NH2:25][C:26]1[CH:27]=[C:28]([C:33]([N:35]2[CH2:40][CH2:39][CH:38]([C:41]3[CH:46]=[CH:45][C:44]([C:47]4[CH:48]=[N:49][N:50]([CH3:52])[CH:51]=4)=[CH:43][CH:42]=3)[CH2:37][CH2:36]2)=[O:34])[CH:29]=[CH:30][C:31]=1[CH3:32].N1C=CC=CC=1. (2) Given the product [CH3:15][N:10]1[C:11]2[CH:12]=[CH:13][CH:14]=[C:6]([C:2]#[N:1])[C:7]=2[C:8]([CH2:16][C:17]2[CH:26]=[CH:25][C:24]3[C:19](=[CH:20][CH:21]=[CH:22][CH:23]=3)[CH:18]=2)=[CH:9]1, predict the reactants needed to synthesize it. The reactants are: [NH2:1][C:2]([C:6]1[CH:14]=[CH:13][CH:12]=[C:11]2[C:7]=1[C:8]([CH2:16][C:17]1[CH:26]=[CH:25][C:24]3[C:19](=[CH:20][CH:21]=[CH:22][CH:23]=3)[CH:18]=1)=[CH:9][N:10]2[CH3:15])=CC#N.[Li]CCCC.C(#N)C. (3) Given the product [OH:30][C@@H:27]1[CH2:28][CH2:29][N:25]([C:23]([C:21]2[S:22][C:18]([C:11]3[C:12]([NH:14][CH:15]([CH3:17])[CH3:16])=[CH:13][C:8]([C:6]4[CH:5]=[CH:4][CH:3]=[C:2]([C:40]5[CH:39]=[N:38][N:37]([CH3:36])[CH:41]=5)[N:7]=4)=[N:9][CH:10]=3)=[N:19][N:20]=2)=[O:24])[CH2:26]1, predict the reactants needed to synthesize it. The reactants are: Cl[C:2]1[N:7]=[C:6]([C:8]2[CH:13]=[C:12]([NH:14][CH:15]([CH3:17])[CH3:16])[C:11]([C:18]3[S:22][C:21]([C:23]([N:25]4[CH2:29][CH2:28][C@@H:27]([OH:30])[CH2:26]4)=[O:24])=[N:20][N:19]=3)=[CH:10][N:9]=2)[CH:5]=[CH:4][CH:3]=1.CN(C=O)C.[CH3:36][N:37]1[CH:41]=[C:40](B2OC(C)(C)C(C)(C)O2)[CH:39]=[N:38]1.C([O-])(O)=O.[Na+].